This data is from Reaction yield outcomes from USPTO patents with 853,638 reactions. The task is: Predict the reaction yield, written as a fraction of the theoretical maximum amount of product (1.0 means a 100% yield; for example, 0.34 means a 34% yield). (1) The reactants are C(#N)C.[NH2:4][C:5]1[CH:10]=[CH:9][C:8]([SH:11])=[CH:7][CH:6]=1.C(N(CC)CC)C.I[C:20]([F:29])([F:28])[C:21]([F:27])([F:26])[C:22]([F:25])([F:24])[F:23]. The catalyst is CCOCC. The product is [F:26][C:21]([F:27])([C:22]([F:25])([F:24])[F:23])[C:20]([F:29])([F:28])[S:11][C:8]1[CH:9]=[CH:10][C:5]([NH2:4])=[CH:6][CH:7]=1. The yield is 0.630. (2) The reactants are [F:1][C:2]1[CH:7]=[CH:6][C:5]([N:8]2[C:12]([NH:13][C:14](=[O:22])OC3C=CC=CC=3)=[CH:11][C:10]([C:23]([F:26])([F:25])[F:24])=[N:9]2)=[CH:4][CH:3]=1.[CH3:27][O:28][C:29]1[CH:30]=[C:31]2[C:36](=[CH:37][C:38]=1[O:39][CH3:40])[N:35]=[CH:34][N:33]=[C:32]2[O:41][C:42]1[CH:43]=[C:44]([CH:46]=[CH:47][CH:48]=1)[NH2:45]. The catalyst is CN(C)C1C=CN=CC=1.C1COCC1. The product is [CH3:27][O:28][C:29]1[CH:30]=[C:31]2[C:36](=[CH:37][C:38]=1[O:39][CH3:40])[N:35]=[CH:34][N:33]=[C:32]2[O:41][C:42]1[CH:43]=[C:44]([NH:45][C:14]([NH:13][C:12]2[N:8]([C:5]3[CH:4]=[CH:3][C:2]([F:1])=[CH:7][CH:6]=3)[N:9]=[C:10]([C:23]([F:24])([F:25])[F:26])[CH:11]=2)=[O:22])[CH:46]=[CH:47][CH:48]=1. The yield is 0.890. (3) The reactants are [CH3:1][N:2]1[C:7](=[O:8])[C:6]([NH:9][C:10]2[CH:15]=[CH:14][C:13]([C:16]([N:18]3[CH2:23][CH2:22][O:21][CH2:20][C@H:19]3[CH3:24])=[O:17])=[CH:12][N:11]=2)=[CH:5][C:4](B(O)O)=[CH:3]1.[C:28]([C:32]1[CH:33]=[C:34]2[C:39](=[C:40]([F:42])[CH:41]=1)[C:38](=[O:43])[N:37]([C:44]1[N:51]=[CH:50][CH:49]=[C:48](Cl)[C:45]=1[CH:46]=[O:47])[N:36]=[CH:35]2)([CH3:31])([CH3:30])[CH3:29].[O-]P([O-])([O-])=O.[K+].[K+].[K+].C([O-])(=O)C.[Na+]. The catalyst is C1C=CC(P(C2C=CC=CC=2)[C-]2C=CC=C2)=CC=1.C1C=CC(P(C2C=CC=CC=2)[C-]2C=CC=C2)=CC=1.Cl[Pd]Cl.[Fe+2].C(#N)C.O. The product is [C:28]([C:32]1[CH:33]=[C:34]2[C:39](=[C:40]([F:42])[CH:41]=1)[C:38](=[O:43])[N:37]([C:44]1[N:51]=[CH:50][CH:49]=[C:48]([C:4]3[CH:5]=[C:6]([NH:9][C:10]4[CH:15]=[CH:14][C:13]([C:16]([N:18]5[CH2:23][CH2:22][O:21][CH2:20][C@H:19]5[CH3:24])=[O:17])=[CH:12][N:11]=4)[C:7](=[O:8])[N:2]([CH3:1])[CH:3]=3)[C:45]=1[CH:46]=[O:47])[N:36]=[CH:35]2)([CH3:31])([CH3:29])[CH3:30]. The yield is 0.370. (4) The reactants are [Cl:1][C:2]1[N:7]=[C:6]([CH2:8][C:9]([C:11]2[CH:16]=[CH:15][C:14]([O:17][CH3:18])=[CH:13][CH:12]=2)=O)[CH:5]=[CH:4][CH:3]=1.Cl.[NH2:20][OH:21].[OH-].[Na+]. The catalyst is CO. The product is [Cl:1][C:2]1[N:7]=[C:6]([CH2:8][C:9]([C:11]2[CH:16]=[CH:15][C:14]([O:17][CH3:18])=[CH:13][CH:12]=2)=[N:20][OH:21])[CH:5]=[CH:4][CH:3]=1. The yield is 0.970. (5) The reactants are [I:1][C:2]1[CH:7]=[CH:6][CH:5]=[CH:4][C:3]=1/[CH:8]=[CH:9]/[C:10]1[CH:15]=[C:14]([Cl:16])[CH:13]=[CH:12][C:11]=1[OH:17].O.O.C[N+]([O-])(C)C.[Li+].[CH3:26][CH:27]([N-:29][CH:30](C)C)C. The catalyst is C1COCC1.CCCCCCC.C1COCC1.C(C1C=CC=CC=1)C.CCOCC.CCCCC. The product is [CH3:30][N:29]1[CH2:27][CH2:26][C@@H:9]([C:10]2[CH:15]=[C:14]([Cl:16])[CH:13]=[CH:12][C:11]=2[OH:17])[C@@H:8]1[C:3]1[CH:4]=[CH:5][CH:6]=[CH:7][C:2]=1[I:1]. The yield is 0.720. (6) The reactants are [BH4-].[Na+].[CH2:3]([O:5][C:6](=[O:36])[C:7]([NH:32][C:33](=[O:35])[CH3:34])([CH:13]1[CH2:22][CH2:21][C:20]2[C:15](=[CH:16][CH:17]=[C:18]([CH2:23][CH2:24][CH2:25][CH2:26][CH2:27][CH2:28][CH2:29][CH3:30])[CH:19]=2)[C:14]1=[O:31])[C:8]([O:10][CH2:11][CH3:12])=[O:9])[CH3:4]. The catalyst is C(O)C. The product is [CH2:3]([O:5][C:6](=[O:36])[C:7]([NH:32][C:33](=[O:35])[CH3:34])([CH:13]1[CH2:22][CH2:21][C:20]2[C:15](=[CH:16][CH:17]=[C:18]([CH2:23][CH2:24][CH2:25][CH2:26][CH2:27][CH2:28][CH2:29][CH3:30])[CH:19]=2)[CH:14]1[OH:31])[C:8]([O:10][CH2:11][CH3:12])=[O:9])[CH3:4]. The yield is 0.750. (7) The reactants are [C:1]1(C)C=CC(S(O)(=O)=O)=CC=1.C[CH:13]=[CH:14][C:15]1[CH:20]=[CH:19][CH:18]=[CH:17][CH:16]=1.[CH2:21]([OH:24])[CH2:22][OH:23]. The catalyst is O. The product is [CH3:1][C:14]([O:23][CH2:22][CH2:21][OH:24])([C:15]1[CH:16]=[CH:17][CH:18]=[CH:19][CH:20]=1)[CH3:13]. The yield is 0.0400. (8) The reactants are [Br:1][C:2]1[CH:8]=[CH:7][C:5](N)=[C:4]([O:9][CH2:10][CH3:11])[CH:3]=1.[I:12]I. The catalyst is C(#N)C. The product is [Br:1][C:2]1[CH:8]=[CH:7][C:5]([I:12])=[C:4]([O:9][CH2:10][CH3:11])[CH:3]=1. The yield is 0.530. (9) The reactants are [F:1][C:2]([F:10])(S(F)(=O)=O)C(O)=O.[OH:11][C:12]1[N:17]=[C:16]([CH:18]2[CH2:22][CH2:21][N:20]([CH2:23][CH2:24][C:25]3[C:26]([N:31]4[CH2:36][CH2:35][CH2:34][CH2:33][C:32]4=[O:37])=[N:27][CH:28]=[CH:29][CH:30]=3)[CH2:19]2)[CH:15]=[CH:14][CH:13]=1.S([O-])([O-])(=O)=O.[Na+].[Na+].O. The catalyst is C(#N)C. The product is [F:1][CH:2]([F:10])[O:11][C:12]1[N:17]=[C:16]([CH:18]2[CH2:22][CH2:21][N:20]([CH2:23][CH2:24][C:25]3[C:26]([N:31]4[CH2:36][CH2:35][CH2:34][CH2:33][C:32]4=[O:37])=[N:27][CH:28]=[CH:29][CH:30]=3)[CH2:19]2)[CH:15]=[CH:14][CH:13]=1. The yield is 0.410.